This data is from Catalyst prediction with 721,799 reactions and 888 catalyst types from USPTO. The task is: Predict which catalyst facilitates the given reaction. (1) Reactant: [CH3:1][O:2][C:3]([CH:5](P(OC)(OC)=O)[NH:6][C:7]([O:9][CH2:10][C:11]1[CH:16]=[CH:15][CH:14]=[CH:13][CH:12]=1)=[O:8])=[O:4].N12CCCN=C1CCCCC2.[F:34][C:35]1[CH:42]=[CH:41][CH:40]=[C:39]([F:43])[C:36]=1[CH:37]=O.C(OCC)C. Product: [CH3:1][O:2][C:3](=[O:4])[C:5]([NH:6][C:7]([O:9][CH2:10][C:11]1[CH:12]=[CH:13][CH:14]=[CH:15][CH:16]=1)=[O:8])=[CH:37][C:36]1[C:35]([F:34])=[CH:42][CH:41]=[CH:40][C:39]=1[F:43]. The catalyst class is: 2. (2) Reactant: [F:1][C:2]([F:7])([F:6])[C:3]([OH:5])=[O:4].[CH3:8][N:9]([CH3:25])[C:10]([C@@H:12]1[CH2:16][C@@H:15]([F:17])[CH2:14][N:13]1C(OC(C)(C)C)=O)=[O:11]. Product: [F:1][C:2]([F:7])([F:6])[C:3]([OH:5])=[O:4].[F:17][C@H:15]1[CH2:14][NH:13][C@H:12]([C:10]([N:9]([CH3:25])[CH3:8])=[O:11])[CH2:16]1. The catalyst class is: 22. (3) Reactant: [CH2:1]([C:3]1[CH:8]=[C:7]([C:9]2[N:13]=[C:12]([C:14]3[CH:19]=[C:18]([CH3:20])[N:17]=[C:16]([CH2:21][CH3:22])[CH:15]=3)[O:11][N:10]=2)[CH:6]=[C:5]([CH3:23])[C:4]=1[OH:24])[CH3:2].C1C=CC(P(C2C=CC=CC=2)C2C=CC=CC=2)=CC=1.[CH2:44]1[O:46][C@H:45]1[CH2:47]O.CCOC(/N=N/C(OCC)=O)=O. Product: [CH2:21]([C:16]1[CH:15]=[C:14]([C:12]2[O:11][N:10]=[C:9]([C:7]3[CH:6]=[C:5]([CH3:23])[C:4]([O:24][CH2:47][C@H:45]4[CH2:44][O:46]4)=[C:3]([CH2:1][CH3:2])[CH:8]=3)[N:13]=2)[CH:19]=[C:18]([CH3:20])[N:17]=1)[CH3:22]. The catalyst class is: 182. (4) Reactant: [Cl:1][C:2]1[N:11]=[C:10]([N:12]2[CH2:19][CH:18]3[CH:14]([N:15](C(OCC4C5C=CC=CC=5C5C4=CC=CC=5)=O)[CH2:16][CH2:17]3)[CH2:13]2)[C:9]2[C:4](=[N:5][CH:6]=[CH:7][N:8]=2)[CH:3]=1.N1CCCCC1. Product: [Cl:1][C:2]1[N:11]=[C:10]([N:12]2[CH2:19][CH:18]3[CH:14]([NH:15][CH2:16][CH2:17]3)[CH2:13]2)[C:9]2[C:4](=[N:5][CH:6]=[CH:7][N:8]=2)[CH:3]=1. The catalyst class is: 2. (5) Reactant: [NH:1]1[C:9]2[C:4](=[C:5]([CH2:10][CH2:11][CH2:12][NH:13][C:14]3[N:19]=[C:18]([CH3:20])[C:17]([C:21]([NH:23][C@@H:24]([CH2:28][NH:29][C:30]([C:32]4[S:33][CH:34]=[CH:35][CH:36]=4)=[O:31])[C:25]([OH:27])=[O:26])=[O:22])=[C:16]([CH3:37])[N:15]=3)[CH:6]=[CH:7][CH:8]=2)[CH:3]=[N:2]1.[CH2:38](I)[CH3:39].C(=O)([O-])[O-].[K+].[K+]. Product: [CH2:38]([O:26][C:25](=[O:27])[C@@H:24]([NH:23][C:21]([C:17]1[C:16]([CH3:37])=[N:15][C:14]([NH:13][CH2:12][CH2:11][CH2:10][C:5]2[CH:6]=[CH:7][CH:8]=[C:9]3[C:4]=2[CH:3]=[N:2][NH:1]3)=[N:19][C:18]=1[CH3:20])=[O:22])[CH2:28][NH:29][C:30]([C:32]1[S:33][CH:34]=[CH:35][CH:36]=1)=[O:31])[CH3:39]. The catalyst class is: 31. (6) Reactant: C(N(C(C)C)CC)(C)C.[C:10](Cl)(=[O:15])[CH2:11][CH2:12][CH2:13][CH3:14].Cl.Cl.[N:19]1[C:27]2[CH2:26][CH2:25][NH:24][CH2:23][C:22]=2[S:21][C:20]=1[NH:28][C:29]([NH2:31])=[NH:30].[OH-].[Na+]. Product: [C:10]([CH:23]1[C:22]2[S:21][C:20]([NH:28][C:29]([NH2:31])=[NH:30])=[N:19][C:27]=2[CH2:26][CH2:25][NH:24]1)(=[O:15])[CH2:11][CH2:12][CH2:13][CH3:14]. The catalyst class is: 42.